Predict the reaction yield, written as a fraction of the theoretical maximum amount of product (1.0 means a 100% yield; for example, 0.34 means a 34% yield). From a dataset of Reaction yield outcomes from USPTO patents with 853,638 reactions. (1) The reactants are [C:1]([C:3]1[CH:4]=[C:5]([CH:9]=[CH:10][CH:11]=1)[C:6](O)=[O:7])#[N:2].C(N(CC)CC)C.ClC(OCC)=O.O.[NH2:26][NH2:27]. The catalyst is O1CCCC1. The product is [C:1]([C:3]1[CH:4]=[C:5]([CH:9]=[CH:10][CH:11]=1)[C:6]([NH:26][NH2:27])=[O:7])#[N:2]. The yield is 0.300. (2) The catalyst is C(O)C.[Fe]. The product is [Cl:1][C:2]1[CH:3]=[C:4]([NH:9][C:10]2[C:19]3[C:14](=[CH:15][C:16]([O:23][CH2:24][C:25]([F:28])([F:26])[F:27])=[C:17]([NH2:20])[CH:18]=3)[N:13]=[CH:12][N:11]=2)[CH:5]=[CH:6][C:7]=1[F:8]. The reactants are [Cl:1][C:2]1[CH:3]=[C:4]([NH:9][C:10]2[C:19]3[C:14](=[CH:15][C:16]([O:23][CH2:24][C:25]([F:28])([F:27])[F:26])=[C:17]([N+:20]([O-])=O)[CH:18]=3)[N:13]=[CH:12][N:11]=2)[CH:5]=[CH:6][C:7]=1[F:8].Cl.[OH-].[Na+]. The yield is 0.899.